Predict the product of the given reaction. From a dataset of Forward reaction prediction with 1.9M reactions from USPTO patents (1976-2016). Given the reactants [CH2:1]([C:10]1[CH:17]=[CH:16][C:13]([CH:14]=[O:15])=[CH:12][CH:11]=1)[CH2:2][CH2:3][CH2:4][CH2:5][CH2:6][CH2:7][CH2:8][CH3:9].[CH2:18]([C:28]1C=CC(C=O)=CC=1)[CH2:19]CCCCCCCC, predict the reaction product. The product is: [CH2:1]([C:10]1[CH:11]=[CH:12][C:13]([CH:14]=[O:15])=[CH:16][CH:17]=1)[CH2:2][CH2:3][CH2:4][CH2:5][CH2:6][CH2:7][CH2:8][CH2:9][CH2:19][CH2:18][CH3:28].